Dataset: hERG potassium channel inhibition data for cardiac toxicity prediction from Karim et al.. Task: Regression/Classification. Given a drug SMILES string, predict its toxicity properties. Task type varies by dataset: regression for continuous values (e.g., LD50, hERG inhibition percentage) or binary classification for toxic/non-toxic outcomes (e.g., AMES mutagenicity, cardiotoxicity, hepatotoxicity). Dataset: herg_karim. (1) The drug is COc1ccc2c(-n3cnc(C)c3)nc(C#N)c(-c3cccc(F)c3)c2c1. The result is 0 (non-blocker). (2) The molecule is CC[C@@H](NC(=O)c1cc(C(=O)N2CCC[C@@H]2C)n2c1COCC2)c1ccc(C(F)(F)F)c(Cl)c1. The result is 0 (non-blocker). (3) The drug is CC1(C)CC(NC(=O)c2cn[nH]c2)c2cc(-c3ccc(Cl)cc3)c(-c3ccc(Cl)cc3Cl)nc2O1. The result is 1 (blocker). (4) The compound is C[C@H]1CN(C(=O)[C@H]2CN(c3cccnc3)C[C@@H]2c2ccc(F)cc2F)C[C@@H](C)[C@]1(O)c1ccccc1. The result is 1 (blocker). (5) The molecule is Oc1cccc(-c2nc(N3CCOCC3)c3oc4ncccc4c3n2)c1. The result is 0 (non-blocker). (6) The molecule is CCOC(=O)C1=C(CN2CCOCC2)NC(c2cccs2)=NC1c1ccc(F)cc1Br. The result is 1 (blocker).